Dataset: Catalyst prediction with 721,799 reactions and 888 catalyst types from USPTO. Task: Predict which catalyst facilitates the given reaction. (1) The catalyst class is: 133. Product: [CH3:29][CH:28]([CH3:30])[C@H:26]([N:27]1[CH2:2][C:3]2[C:4](=[CH:5][C:6]([C:9]3[CH:10]=[CH:11][C:12]([N+:15]([O-:17])=[O:16])=[CH:13][CH:14]=3)=[CH:7][CH:8]=2)[C:18]1=[O:20])[C:25]([O:24][CH3:23])=[O:31]. Reactant: Br[CH2:2][C:3]1[CH:8]=[CH:7][C:6]([C:9]2[CH:14]=[CH:13][C:12]([N+:15]([O-:17])=[O:16])=[CH:11][CH:10]=2)=[CH:5][C:4]=1[C:18]([O:20]C)=O.Cl.[CH3:23][O:24][C:25](=[O:31])[C@H:26]([CH:28]([CH3:30])[CH3:29])[NH2:27].C(N(CC)CC)C. (2) Reactant: Cl[C:2]1[N:7]=[CH:6][C:5]([O:8][CH2:9][C:10]2[C:15]([F:16])=[C:14]([O:17][CH3:18])[CH:13]=[C:12]([O:19][CH3:20])[C:11]=2[F:21])=[CH:4][N:3]=1.[CH3:22][O:23][C:24]1[CH:25]=[C:26]([CH:28]=[CH:29][C:30]=1[N:31]1[CH2:36][CH2:35][CH:34]([N:37]2[CH2:42][CH2:41][N:40]([CH3:43])[CH2:39][CH2:38]2)[CH2:33][CH2:32]1)[NH2:27].C(=O)([O-])[O-].[Cs+].[Cs+].O1CCOCC1. Product: [F:21][C:11]1[C:12]([O:19][CH3:20])=[CH:13][C:14]([O:17][CH3:18])=[C:15]([F:16])[C:10]=1[CH2:9][O:8][C:5]1[CH:4]=[N:3][C:2]([NH:27][C:26]2[CH:28]=[CH:29][C:30]([N:31]3[CH2:36][CH2:35][CH:34]([N:37]4[CH2:38][CH2:39][N:40]([CH3:43])[CH2:41][CH2:42]4)[CH2:33][CH2:32]3)=[C:24]([O:23][CH3:22])[CH:25]=2)=[N:7][CH:6]=1. The catalyst class is: 713. (3) Reactant: O=[C:2]1[CH:11]([CH2:12][N:13]2[CH2:18][CH2:17][C:16]3([C:26]4[C:21](=[CH:22][CH:23]=[CH:24][CH:25]=4)[CH2:20][CH2:19]3)[CH2:15][CH2:14]2)[CH2:10][C:9]2[C:4](=[CH:5][CH:6]=[CH:7][CH:8]=2)[NH:3]1.[H-].[H-].[H-].[H-].[Li+].[Al+3]. Product: [NH:3]1[C:4]2[C:9](=[CH:8][CH:7]=[CH:6][CH:5]=2)[CH2:10][CH:11]([CH2:12][N:13]2[CH2:14][CH2:15][C:16]3([C:26]4[C:21](=[CH:22][CH:23]=[CH:24][CH:25]=4)[CH2:20][CH2:19]3)[CH2:17][CH2:18]2)[CH2:2]1. The catalyst class is: 1. (4) Reactant: [F:1][C:2]([F:40])([F:39])[C:3]([CH2:35][N+:36]([O-])=O)([C:26]1[CH:31]=[C:30]([Cl:32])[C:29]([Cl:33])=[C:28]([Cl:34])[CH:27]=1)[CH2:4][C:5]([C:7]1[CH:8]=[C:9]2[C:13](=[CH:14][CH:15]=1)[C:12]1([CH2:18][N:17]([C:19]([O:21][C:22]([CH3:25])([CH3:24])[CH3:23])=[O:20])[CH2:16]1)[O:11][CH2:10]2)=O. Product: [Cl:34][C:28]1[CH:27]=[C:26]([C:3]2([C:2]([F:40])([F:39])[F:1])[CH2:4][C:5]([C:7]3[CH:8]=[C:9]4[C:13](=[CH:14][CH:15]=3)[C:12]3([CH2:16][N:17]([C:19]([O:21][C:22]([CH3:25])([CH3:23])[CH3:24])=[O:20])[CH2:18]3)[O:11][CH2:10]4)=[N:36][CH2:35]2)[CH:31]=[C:30]([Cl:32])[C:29]=1[Cl:33]. The catalyst class is: 8. (5) Reactant: [CH3:1][O:2][C:3]1[CH:11]=[CH:10][C:6]([C:7]([OH:9])=O)=[CH:5][N:4]=1.C1CCC(N=C=NC2CCCCC2)CC1.[CH3:27][C@@H:28]1[CH2:32][CH2:31][CH2:30][N:29]1[CH2:33][CH2:34][C:35]1[CH:40]=[CH:39][C:38]([C:41]2[CH:42]=[C:43]3[C:48](=[CH:49][CH:50]=2)[CH2:47][NH:46][CH2:45][CH2:44]3)=[CH:37][CH:36]=1.C(N(CC)CC)C. Product: [CH3:1][O:2][C:3]1[N:4]=[CH:5][C:6]([C:7]([N:46]2[CH2:45][CH2:44][C:43]3[C:48](=[CH:49][CH:50]=[C:41]([C:38]4[CH:39]=[CH:40][C:35]([CH2:34][CH2:33][N:29]5[CH2:30][CH2:31][CH2:32][C@H:28]5[CH3:27])=[CH:36][CH:37]=4)[CH:42]=3)[CH2:47]2)=[O:9])=[CH:10][CH:11]=1. The catalyst class is: 2. (6) Product: [Cl:1][C:2]1[CH:9]=[C:8]([F:10])[CH:7]=[CH:6][C:3]=1/[CH:4]=[CH:19]/[N+:16]([O-:18])=[O:17]. Reactant: [Cl:1][C:2]1[CH:9]=[C:8]([F:10])[CH:7]=[CH:6][C:3]=1[CH:4]=O.C([O-])(=O)C.[NH4+].[N+:16]([CH3:19])([O-:18])=[O:17]. The catalyst class is: 15. (7) Reactant: [CH2:1]([N:3]([C:16]1[CH:21]=[CH:20][CH:19]=[CH:18][CH:17]=1)[C:4]([N:6]1[CH2:11][CH2:10][CH2:9][CH2:8][C@H:7]1[C:12]([O:14]C)=[O:13])=[O:5])[CH3:2].[Li+].[OH-]. Product: [CH2:1]([N:3]([C:16]1[CH:17]=[CH:18][CH:19]=[CH:20][CH:21]=1)[C:4]([N:6]1[CH2:11][CH2:10][CH2:9][CH2:8][C@H:7]1[C:12]([OH:14])=[O:13])=[O:5])[CH3:2]. The catalyst class is: 5. (8) Reactant: [CH2:1]([N:5](CCCC)CCCC)[CH2:2]CC.[CH:14]1[CH:19]=[C:18]2[CH:20]([CH2:27][O:28]C(NCC(O)=O)=O)[C:21]3[C:26]([C:17]2=[CH:16][CH:15]=1)=[CH:25][CH:24]=[CH:23][CH:22]=3.ClC(OCC(C)C)=[O:38].[NH2:44][C@H:45]1[CH2:68][CH2:67][C@@:66]2([CH3:69])[C@H:47]([CH2:48][CH2:49][C@@H:50]3[C@@H:65]2[CH2:64][C@H:63]([OH:70])[C@@:62]2([CH3:71])[C@H:51]3[CH2:52][CH2:53][C@@H:54]2[C@H:55]([CH3:61])[CH2:56][CH2:57][C:58]([OH:60])=[O:59])[CH2:46]1. Product: [CH:22]1[C:21]2[CH:20]([CH2:27][O:28][NH:5][CH2:1][C:2]([NH:44][C@H:45]3[CH2:68][CH2:67][C@@:66]4([CH3:69])[C@H:47]([CH2:48][CH2:49][C@@H:50]5[C@@H:65]4[CH2:64][CH:63]([OH:70])[C@@:62]4([CH3:71])[C@H:51]5[CH2:52][CH2:53][C@@H:54]4[C@H:55]([CH3:61])[CH2:56][CH2:57][C:58]([OH:60])=[O:59])[CH2:46]3)=[O:38])[C:18]3[C:17](=[CH:16][CH:15]=[CH:14][CH:19]=3)[C:26]=2[CH:25]=[CH:24][CH:23]=1. The catalyst class is: 118. (9) Reactant: CCN(CC)CC.[F:8][C:9]1[CH:16]=[CH:15][CH:14]=[CH:13][C:10]=1[CH:11]=O.[S:17]1[CH:21]=[CH:20][CH:19]=[C:18]1[CH2:22][CH2:23][NH2:24].CC(=O)OCC.CCCCCC. Product: [F:8][C:9]1[CH:16]=[CH:15][CH:14]=[CH:13][C:10]=1[CH:11]1[C:19]2[CH:20]=[CH:21][S:17][C:18]=2[CH2:22][CH2:23][NH:24]1. The catalyst class is: 14. (10) Reactant: Cl[C:2]([N:4]1[CH2:9][CH2:8][N:7]([C:10]([O:12][CH2:13][C:14]2[CH:19]=[CH:18][CH:17]=[CH:16][CH:15]=2)=[O:11])[CH2:6][CH2:5]1)=[O:3].[Cl:20][C:21]1[CH:38]=[CH:37][C:24]([CH2:25][NH:26][CH2:27][CH2:28][NH:29][C:30](=[O:36])[O:31][C:32]([CH3:35])([CH3:34])[CH3:33])=[CH:23][CH:22]=1.CCN(C(C)C)C(C)C. Product: [C:32]([O:31][C:30]([NH:29][CH2:28][CH2:27][N:26]([CH2:25][C:24]1[CH:37]=[CH:38][C:21]([Cl:20])=[CH:22][CH:23]=1)[C:2]([N:4]1[CH2:9][CH2:8][N:7]([C:10]([O:12][CH2:13][C:14]2[CH:19]=[CH:18][CH:17]=[CH:16][CH:15]=2)=[O:11])[CH2:6][CH2:5]1)=[O:3])=[O:36])([CH3:35])([CH3:33])[CH3:34]. The catalyst class is: 4.